From a dataset of Reaction yield outcomes from USPTO patents with 853,638 reactions. Predict the reaction yield, written as a fraction of the theoretical maximum amount of product (1.0 means a 100% yield; for example, 0.34 means a 34% yield). (1) The reactants are [CH2:1]([S:3][C:4]1[NH:9][C:8](=[O:10])[CH:7]=[C:6]([CH3:11])[N:5]=1)[CH3:2].Br[CH2:13][C:14]1[CH:19]=[CH:18][C:17]([C:20]2[C:21]([C:26]#[N:27])=[CH:22][CH:23]=[CH:24][CH:25]=2)=[CH:16][CH:15]=1.C(=O)([O-])[O-].[K+].[K+]. The catalyst is C(#N)C. The product is [CH2:1]([S:3][C:4]1[N:9]([CH2:13][C:14]2[CH:15]=[CH:16][C:17]([C:20]3[C:21]([C:26]#[N:27])=[CH:22][CH:23]=[CH:24][CH:25]=3)=[CH:18][CH:19]=2)[C:8](=[O:10])[CH:7]=[C:6]([CH3:11])[N:5]=1)[CH3:2]. The yield is 0.300. (2) The reactants are [F:1][C:2]([F:15])([F:14])[C:3]1[N:8]=[C:7]([C:9](=[NH:13])OCC)[CH:6]=[CH:5][CH:4]=1.C(N(CC)CC)C.Cl.Cl.N[C:26]1[C:31]([NH2:32])=[CH:30][N:29]=[C:28]([N:33]2[CH2:38][CH2:37][CH2:36][C@@H:35]([C:39]([N:41]3[CH2:45][CH2:44][CH2:43][CH2:42]3)=[O:40])[CH2:34]2)[N:27]=1.C(O)(=O)C. The catalyst is C(O)C. The product is [N:41]1([C:39]([C@@H:35]2[CH2:36][CH2:37][CH2:38][N:33]([C:28]3[N:27]=[C:26]4[C:31]([N:32]=[C:9]([C:7]5[CH:6]=[CH:5][CH:4]=[C:3]([C:2]([F:1])([F:14])[F:15])[N:8]=5)[NH:13]4)=[CH:30][N:29]=3)[CH2:34]2)=[O:40])[CH2:42][CH2:43][CH2:44][CH2:45]1. The yield is 0.200. (3) The reactants are C([O-])([O-])=O.[Cs+].[Cs+].[F:7][C:8]1[CH:9]=[C:10]([CH:14]=[CH:15][CH:16]=1)[CH2:11][CH2:12][NH2:13].[C:17]([NH:20][C:21]1[CH:30]=[CH:29][C:28]2[C:23](=[CH:24][C:25]([CH2:31]Br)=[CH:26][CH:27]=2)[N:22]=1)(=[O:19])[CH3:18]. The catalyst is CN(C=O)C. The product is [C:17]([NH:20][C:21]1[CH:30]=[CH:29][C:28]2[C:23](=[CH:24][C:25]([CH2:31][NH:13][CH2:12][CH2:11][C:10]3[CH:14]=[CH:15][CH:16]=[C:8]([F:7])[CH:9]=3)=[CH:26][CH:27]=2)[N:22]=1)(=[O:19])[CH3:18]. The yield is 0.700. (4) The product is [CH:21]([C:8]1[C:7]2[C:11](=[CH:12][C:4]([NH2:1])=[CH:5][CH:6]=2)[N:10]([CH2:13][O:14][CH2:15][CH2:16][Si:17]([CH3:19])([CH3:18])[CH3:20])[N:9]=1)=[CH:22][C:23]1[CH:28]=[CH:27][CH:26]=[CH:25][CH:24]=1. The catalyst is CN(C=O)C.CCOC(C)=O. The reactants are [N+:1]([C:4]1[CH:12]=[C:11]2[C:7]([C:8]([CH:21]=[CH:22][C:23]3[CH:28]=[CH:27][CH:26]=[CH:25][CH:24]=3)=[N:9][N:10]2[CH2:13][O:14][CH2:15][CH2:16][Si:17]([CH3:20])([CH3:19])[CH3:18])=[CH:6][CH:5]=1)([O-])=O.Cl[Sn]Cl.O.[OH-].[Na+]. The yield is 0.680. (5) The reactants are [CH2:1]([O:8][C:9]([N:11]1[CH2:20][CH2:19][C:18]2[C:13](=[CH:14][CH:15]=[C:16](B(O)O)[CH:17]=2)[CH2:12]1)=[O:10])[C:2]1[CH:7]=[CH:6][CH:5]=[CH:4][CH:3]=1.N1C=CC=CC=1.[C:30]([C:34]1[CH:38]=[C:37]([C:39]([O:41][CH2:42][CH3:43])=[O:40])[NH:36][N:35]=1)([CH3:33])([CH3:32])[CH3:31]. The catalyst is C(Cl)Cl.O.CC([O-])=O.CC([O-])=O.[Cu+2]. The product is [C:30]([C:34]1[CH:38]=[C:37]([C:39]([O:41][CH2:42][CH3:43])=[O:40])[N:36]([C:16]2[CH:17]=[C:18]3[C:13](=[CH:14][CH:15]=2)[CH2:12][N:11]([C:9]([O:8][CH2:1][C:2]2[CH:7]=[CH:6][CH:5]=[CH:4][CH:3]=2)=[O:10])[CH2:20][CH2:19]3)[N:35]=1)([CH3:33])([CH3:31])[CH3:32]. The yield is 0.480.